From a dataset of Reaction yield outcomes from USPTO patents with 853,638 reactions. Predict the reaction yield, written as a fraction of the theoretical maximum amount of product (1.0 means a 100% yield; for example, 0.34 means a 34% yield). (1) The reactants are F[C:2]1[CH:9]=[CH:8][CH:7]=[CH:6][C:3]=1[CH:4]=[O:5].[CH:10]1[C:15]([OH:16])=[CH:14][CH:13]=[C:12]([CH3:17])[CH:11]=1.C([O-])([O-])=O.[K+].[K+].C(OCC)(=O)C. The catalyst is CC(N(C)C)=O.O. The product is [CH3:17][C:12]1[CH:11]=[CH:10][C:15]([O:16][C:2]2[CH:9]=[CH:8][CH:7]=[CH:6][C:3]=2[CH:4]=[O:5])=[CH:14][CH:13]=1. The yield is 0.500. (2) The reactants are [Br:1][C:2]1[CH:3]=[C:4]([OH:12])[CH:5]=[C:6]([C:8]([CH3:11])([CH3:10])[CH3:9])[CH:7]=1.Br[CH:14]([CH3:16])[CH3:15].C(=O)([O-])[O-].[K+].[K+]. The catalyst is CN(C=O)C.CCOC(C)=O. The product is [Br:1][C:2]1[CH:3]=[C:4]([O:12][CH:14]([CH3:16])[CH3:15])[CH:5]=[C:6]([C:8]([CH3:9])([CH3:11])[CH3:10])[CH:7]=1. The yield is 0.850. (3) The reactants are CS(O[CH2:6][CH2:7][C:8]1[O:9][C:10]2[CH:16]=[CH:15][C:14]([C:17]3[CH:22]=[CH:21][C:20]([C:23]#[N:24])=[CH:19][CH:18]=3)=[CH:13][C:11]=2[CH:12]=1)(=O)=O.Br.[CH3:26][C@@H:27]1[CH2:31][CH2:30][CH2:29][NH:28]1.C(=O)([O-])[O-].[Na+].[Na+]. The catalyst is C(#N)C. The product is [CH3:26][C@@H:27]1[CH2:31][CH2:30][CH2:29][N:28]1[CH2:6][CH2:7][C:8]1[O:9][C:10]2[CH:16]=[CH:15][C:14]([C:17]3[CH:22]=[CH:21][C:20]([C:23]#[N:24])=[CH:19][CH:18]=3)=[CH:13][C:11]=2[CH:12]=1. The yield is 0.340. (4) The reactants are [NH2:1][C:2]1[CH2:7][CH2:6][CH2:5][C:4](=[O:8])[CH:3]=1.[C:9](OC)(=[O:12])[C:10]#[CH:11]. No catalyst specified. The product is [OH:12][C:9]1[CH:10]=[CH:11][C:3]2[C:4](=[O:8])[CH2:5][CH2:6][CH2:7][C:2]=2[N:1]=1. The yield is 0.210. (5) The catalyst is CN(C=O)C. The product is [C:31]([C:29]1[CH:30]=[C:26]([NH:25][C:24]([NH:19][CH2:18][C:17]2[C:12]([O:11][C:7]3[CH:6]=[C:5]4[C:10](=[CH:9][CH:8]=3)[N:2]([CH3:1])[N:3]=[CH:4]4)=[N:13][CH:14]=[CH:15][CH:16]=2)=[O:23])[N:27]([C:35]2[CH:40]=[CH:39][C:38]([CH3:41])=[CH:37][CH:36]=2)[N:28]=1)([CH3:34])([CH3:32])[CH3:33]. The reactants are [CH3:1][N:2]1[C:10]2[C:5](=[CH:6][C:7]([O:11][C:12]3[C:17]([CH2:18][NH2:19])=[CH:16][CH:15]=[CH:14][N:13]=3)=[CH:8][CH:9]=2)[CH:4]=[N:3]1.ClC(Cl)(Cl)C[O:23][C:24](=O)[NH:25][C:26]1[N:27]([C:35]2[CH:40]=[CH:39][C:38]([CH3:41])=[CH:37][CH:36]=2)[N:28]=[C:29]([C:31]([CH3:34])([CH3:33])[CH3:32])[CH:30]=1.CCN(C(C)C)C(C)C. The yield is 1.00. (6) The reactants are [C:1]1([CH:8]=[CH:7][CH:6]=[C:4]([OH:5])[CH:3]=1)[OH:2].O.[C:10](O)(=[O:13])[CH2:11][CH3:12]. The catalyst is [Cl-].[Cl-].[Zn+2]. The product is [C:10]([C:6]1[CH:7]=[CH:8][C:1]([OH:2])=[CH:3][C:4]=1[OH:5])(=[O:13])[CH2:11][CH3:12]. The yield is 0.420. (7) The reactants are [NH:1]1[CH2:4][CH:3]([NH:5][C:6]([C:8]2[CH:9]=[N:10][C:11]([C:14]3[CH:19]=[CH:18][CH:17]=[C:16]([F:20])[CH:15]=3)=[N:12][CH:13]=2)=[O:7])[CH2:2]1.CCN(C(C)C)C(C)C.[C:30](Cl)(=[O:35])[C:31]([CH3:34])([CH3:33])[CH3:32]. The catalyst is CN(C=O)C. The product is [CH3:32][C:31]([CH3:34])([CH3:33])[C:30]([N:1]1[CH2:4][CH:3]([NH:5][C:6]([C:8]2[CH:13]=[N:12][C:11]([C:14]3[CH:19]=[CH:18][CH:17]=[C:16]([F:20])[CH:15]=3)=[N:10][CH:9]=2)=[O:7])[CH2:2]1)=[O:35]. The yield is 0.860. (8) The reactants are [S:1]1[CH:5]=[CH:4][CH:3]=[C:2]1[CH2:6][NH:7][C:8]([C:10]1[N:11]=[C:12]2[C:17]([C:18]([F:21])([F:20])[F:19])=[CH:16][C:15]([C:22]#[CH:23])=[CH:14][N:13]2[C:24]=1[Cl:25])=[O:9].C[Si]([N:30]=[N+:31]=[N-:32])(C)C. The catalyst is CN(C=O)C.CO.[Cu]I. The product is [S:1]1[CH:5]=[CH:4][CH:3]=[C:2]1[CH2:6][NH:7][C:8]([C:10]1[N:11]=[C:12]2[C:17]([C:18]([F:21])([F:19])[F:20])=[CH:16][C:15]([C:22]3[CH:23]=[N:32][NH:31][N:30]=3)=[CH:14][N:13]2[C:24]=1[Cl:25])=[O:9]. The yield is 0.100. (9) The reactants are [Br:1][C:2]1[CH:7]=[C:6]([N+:8]([O-:10])=[O:9])[C:5]([CH3:11])=[CH:4][C:3]=1F.C(=O)([O-])[O-].[K+].[K+].[NH:19]1[CH2:24][CH2:23][O:22][CH2:21][CH2:20]1. The catalyst is CN(C)C=O.C(=O)(O)[O-].[Na+]. The yield is 0.770. The product is [Br:1][C:2]1[CH:7]=[C:6]([N+:8]([O-:10])=[O:9])[C:5]([CH3:11])=[CH:4][C:3]=1[N:19]1[CH2:24][CH2:23][O:22][CH2:21][CH2:20]1.